Dataset: Catalyst prediction with 721,799 reactions and 888 catalyst types from USPTO. Task: Predict which catalyst facilitates the given reaction. (1) Reactant: [S:1]1[C:5]2[CH2:6][CH2:7][O:8][CH2:9][C:4]=2[N:3]=[C:2]1[NH2:10].Br[CH2:12][CH2:13][CH2:14][CH3:15]. Product: [CH2:12]([N:3]1[C:4]2[CH2:9][O:8][CH2:7][CH2:6][C:5]=2[S:1][C:2]1=[NH:10])[CH2:13][CH2:14][CH3:15]. The catalyst class is: 3. (2) Reactant: C[O:2][C:3](=[O:34])[CH2:4][C@H:5]1[C:9]2[CH:10]=[CH:11][C:12]([O:14][C@H:15]3[C:23]4[C:18](=[C:19]([CH2:25][C:26]5[CH:31]=[CH:30][CH:29]=[C:28]([O:32][CH3:33])[CH:27]=5)[CH:20]=[CH:21][C:22]=4[F:24])[CH2:17][CH2:16]3)=[CH:13][C:8]=2[O:7][CH2:6]1.[OH-].[Na+].Cl.CC#N.O. Product: [F:24][C:22]1[CH:21]=[CH:20][C:19]([CH2:25][C:26]2[CH:31]=[CH:30][CH:29]=[C:28]([O:32][CH3:33])[CH:27]=2)=[C:18]2[C:23]=1[C@H:15]([O:14][C:12]1[CH:11]=[CH:10][C:9]3[C@H:5]([CH2:4][C:3]([OH:34])=[O:2])[CH2:6][O:7][C:8]=3[CH:13]=1)[CH2:16][CH2:17]2. The catalyst class is: 7.